Dataset: Forward reaction prediction with 1.9M reactions from USPTO patents (1976-2016). Task: Predict the product of the given reaction. Given the reactants [O:1]1[C:5]2[CH:6]=[CH:7][CH:8]=[CH:9][C:4]=2[C:3]([CH2:10][C@@H:11]([B:30]([OH:32])[OH:31])[NH:12][C:13](=[O:29])[CH2:14][CH2:15][N:16]2[CH2:21][CH2:20][N:19](C(OC(C)(C)C)=O)[CH2:18][CH2:17]2)=[CH:2]1.[ClH:33], predict the reaction product. The product is: [ClH:33].[O:1]1[C:5]2[CH:6]=[CH:7][CH:8]=[CH:9][C:4]=2[C:3]([CH2:10][C@@H:11]([B:30]([OH:32])[OH:31])[NH:12][C:13](=[O:29])[CH2:14][CH2:15][N:16]2[CH2:17][CH2:18][NH:19][CH2:20][CH2:21]2)=[CH:2]1.